Regression. Given a peptide amino acid sequence and an MHC pseudo amino acid sequence, predict their binding affinity value. This is MHC class II binding data. From a dataset of Peptide-MHC class II binding affinity with 134,281 pairs from IEDB. The peptide sequence is FDKYGATISATPESA. The MHC is HLA-DPA10201-DPB10501 with pseudo-sequence HLA-DPA10201-DPB10501. The binding affinity (normalized) is 0.338.